The task is: Predict the product of the given reaction.. This data is from Forward reaction prediction with 1.9M reactions from USPTO patents (1976-2016). (1) Given the reactants [N+:1]([C:4]1[CH:12]=[C:11]([S:13]([CH3:16])(=[O:15])=[O:14])[CH:10]=[CH:9][C:5]=1[C:6]([OH:8])=[O:7])([O-:3])=[O:2].C(Cl)(=O)C(Cl)=O.[N+:23]([C:26]1[CH:31]=[CH:30][C:29](O)=[CH:28][CH:27]=1)([O-:25])=[O:24].C(N(CC)CC)C, predict the reaction product. The product is: [N+:1]([C:4]1[CH:12]=[C:11]([S:13]([CH3:16])(=[O:15])=[O:14])[CH:10]=[CH:9][C:5]=1[C:6]([O:8][C:29]1[CH:30]=[CH:31][C:26]([N+:23]([O-:25])=[O:24])=[CH:27][CH:28]=1)=[O:7])([O-:3])=[O:2]. (2) Given the reactants [CH:1]([N:3]1[CH2:8][CH2:7][NH:6][CH2:5][CH2:4]1)=O.[Cl:9]C[C:11]([C:13]1[CH:18]=[CH:17][CH:16]=[CH:15][CH:14]=1)=[O:12].C([O-])([O-])=O.[K+].[K+], predict the reaction product. The product is: [ClH:9].[ClH:9].[CH2:1]([N:3]1[CH2:8][CH2:7][NH:6][CH2:5][CH2:4]1)[C:11]([C:13]1[CH:18]=[CH:17][CH:16]=[CH:15][CH:14]=1)=[O:12]. (3) Given the reactants [NH2:1][C:2]1[CH:7]=[N:6][C:5](Br)=[CH:4][N:3]=1.[CH2:9]([O:16][C:17]1[CH:18]=[C:19](B2OC(C)(C)C(C)(C)O2)[CH:20]=[CH:21][C:22]=1[C:23]([CH3:26])([CH3:25])[CH3:24])[C:10]1[CH:15]=[CH:14][CH:13]=[CH:12][CH:11]=1.C(Cl)Cl, predict the reaction product. The product is: [CH2:9]([O:16][C:17]1[CH:18]=[C:19]([C:5]2[N:6]=[CH:7][C:2]([NH2:1])=[N:3][CH:4]=2)[CH:20]=[CH:21][C:22]=1[C:23]([CH3:26])([CH3:25])[CH3:24])[C:10]1[CH:11]=[CH:12][CH:13]=[CH:14][CH:15]=1. (4) Given the reactants O1[C:5]2[CH2:6][NH:7][CH2:8][CH2:9][C:4]=2[C:3](O)=N1.[O:11]=[C:12]1[NH:21][CH:20]=[CH:19][C:18]2[N:17]=[C:16]([C:22]3[CH:29]=[CH:28][C:25](C=O)=[CH:24][CH:23]=3)[C:15]([C:30]3[CH:35]=[CH:34][CH:33]=[CH:32][CH:31]=3)=[CH:14][C:13]1=2.C(O[BH-](O[C:46](=[O:48])[CH3:47])OC(=O)C)(=O)C.[Na+].[F:50][C:51]([F:56])([F:55])[C:52]([OH:54])=[O:53].CN([CH:60]=[O:61])C, predict the reaction product. The product is: [F:50][C:51]([F:56])([F:55])[C:52]([OH:54])=[O:53].[OH:61][C:60]1[CH:3]=[C:4]2[C:5](=[CH:47][C:46]=1[OH:48])[CH2:6][N:7]([CH2:51][C:25]1[CH:24]=[CH:23][C:22]([C:16]3[C:15]([C:30]4[CH:35]=[CH:34][CH:33]=[CH:32][CH:31]=4)=[CH:14][C:13]4[C:12](=[O:11])[NH:21][CH:20]=[CH:19][C:18]=4[N:17]=3)=[CH:29][CH:28]=1)[CH2:8][CH2:9]2.